From a dataset of Reaction yield outcomes from USPTO patents with 853,638 reactions. Predict the reaction yield, written as a fraction of the theoretical maximum amount of product (1.0 means a 100% yield; for example, 0.34 means a 34% yield). (1) The reactants are [Cl:1][C:2]1[CH:12]=[C:11]([Cl:13])[CH:10]=[CH:9][C:3]=1[O:4][CH2:5][C:6]([OH:8])=O.[NH2:14][C:15]1[CH:20]=[CH:19][C:18]([N:21]2[C:27](=[O:28])[CH2:26][C:25](=[O:29])[NH:24][C:23]3[C:30]4[C:35]([CH:36]=[CH:37][C:22]2=3)=[CH:34][CH:33]=[CH:32][CH:31]=4)=[CH:17][CH:16]=1.ClC1C=C(Cl)C=CC=1OCC(Cl)=O. No catalyst specified. The product is [Cl:1][C:2]1[CH:12]=[C:11]([Cl:13])[CH:10]=[CH:9][C:3]=1[O:4][CH2:5][C:6]([NH:14][C:15]1[CH:20]=[CH:19][C:18]([N:21]2[C:27](=[O:28])[CH2:26][C:25](=[O:29])[NH:24][C:23]3[C:30]4[C:35]([CH:36]=[CH:37][C:22]2=3)=[CH:34][CH:33]=[CH:32][CH:31]=4)=[CH:17][CH:16]=1)=[O:8]. The yield is 0.220. (2) The reactants are [OH:1][C:2]1[CH:3]=[C:4]([CH:9]=[C:10]([OH:13])[C:11]=1[OH:12])[C:5]([O:7][CH3:8])=[O:6].[CH3:14]CO. No catalyst specified. The product is [OH:1][C:2]1[CH:3]=[C:4]([CH:9]=[C:10]([OH:13])[C:11]=1[OH:12])[C:5]([O:7][CH2:8][CH3:14])=[O:6]. The yield is 0.910. (3) The reactants are [C:1]([C:4]1[C:5]([O:23][CH3:24])=[C:6]([CH:12]2[CH2:15][N:14]([C:16]([O:18][C:19]([CH3:22])([CH3:21])[CH3:20])=[O:17])[CH2:13]2)[C:7]([CH3:11])=[C:8]([Cl:10])[CH:9]=1)(=[O:3])[CH3:2].[BH4-].[Na+]. The catalyst is CO. The product is [Cl:10][C:8]1[C:7]([CH3:11])=[C:6]([CH:12]2[CH2:13][N:14]([C:16]([O:18][C:19]([CH3:22])([CH3:21])[CH3:20])=[O:17])[CH2:15]2)[C:5]([O:23][CH3:24])=[C:4]([CH:1]([OH:3])[CH3:2])[CH:9]=1. The yield is 1.00. (4) The reactants are Br[CH2:2][CH2:3][CH2:4][CH2:5][N:6]1[C:10](=[O:11])[C:9]2=[CH:12][CH:13]=[CH:14][CH:15]=[C:8]2[C:7]1=[O:16].[C:17]([NH:24][OH:25])([O:19][C:20]([CH3:23])([CH3:22])[CH3:21])=[O:18].C1CCN2C(=NCCC2)CC1.Cl. The catalyst is O.CC#N. The product is [C:20]([O:19][C:17]([NH:24][O:25][CH2:2][CH2:3][CH2:4][CH2:5][N:6]1[C:10](=[O:11])[C:9]2=[CH:12][CH:13]=[CH:14][CH:15]=[C:8]2[C:7]1=[O:16])=[O:18])([CH3:23])([CH3:22])[CH3:21]. The yield is 0.800. (5) The reactants are [I:1][C:2]1[CH:3]=[C:4]([C:15]([F:18])([F:17])[F:16])[C:5]2[N:6]([CH:8]=[C:9]([C:11]([O:13][CH3:14])=[O:12])[N:10]=2)[CH:7]=1.[Br:19]N1C(=O)CCC1=O. The catalyst is CN(C)C=O.O. The product is [Br:19][C:8]1[N:6]2[CH:7]=[C:2]([I:1])[CH:3]=[C:4]([C:15]([F:17])([F:18])[F:16])[C:5]2=[N:10][C:9]=1[C:11]([O:13][CH3:14])=[O:12]. The yield is 0.710. (6) The reactants are [Br:1][C:2]1[CH:7]=[CH:6][C:5]([N+:8]([O-])=O)=[C:4]([S:11][C:12]2[CH:17]=[CH:16][CH:15]=[CH:14][C:13]=2[Br:18])[CH:3]=1. The catalyst is C(O)(=O)C.CO.[Zn]. The yield is 0.990. The product is [Br:1][C:2]1[CH:7]=[CH:6][C:5]([NH2:8])=[C:4]([S:11][C:12]2[CH:17]=[CH:16][CH:15]=[CH:14][C:13]=2[Br:18])[CH:3]=1. (7) The reactants are [Cl:1][C:2]1[CH:36]=[CH:35][C:5]([CH2:6][N:7]2[C:15]3[C:14](=[O:16])[N:13]([CH2:17][C:18]([OH:20])=O)[C:12](=[O:21])[N:11]([CH3:22])[C:10]=3[N:9]=[C:8]2[O:23][C:24]2[CH:29]=[CH:28][CH:27]=[C:26]([O:30][C:31]([F:34])([F:33])[F:32])[CH:25]=2)=[CH:4][CH:3]=1.[CH3:37][N:38]1[CH2:43][CH2:42][NH:41][CH2:40][CH2:39]1.F[P-](F)(F)(F)(F)F.N1(OC(N(C)C)=[N+](C)C)C2N=CC=CC=2N=N1. The catalyst is CN1C(=O)CCC1.C(OCC)(=O)C.O. The product is [Cl:1][C:2]1[CH:3]=[CH:4][C:5]([CH2:6][N:7]2[C:15]3[C:14](=[O:16])[N:13]([CH2:17][C:18]([N:41]4[CH2:42][CH2:43][N:38]([CH3:37])[CH2:39][CH2:40]4)=[O:20])[C:12](=[O:21])[N:11]([CH3:22])[C:10]=3[N:9]=[C:8]2[O:23][C:24]2[CH:29]=[CH:28][CH:27]=[C:26]([O:30][C:31]([F:33])([F:34])[F:32])[CH:25]=2)=[CH:35][CH:36]=1. The yield is 0.275. (8) The product is [Br:1][C:2]1[CH:3]=[CH:4][C:5]([CH:8]2[O:12][CH2:11][CH2:10][O:9]2)=[CH:6][N:7]=1. The catalyst is O.C1(C)C=CC=CC=1. The reactants are [Br:1][C:2]1[N:7]=[CH:6][C:5]([CH:8]=[O:9])=[CH:4][CH:3]=1.[CH2:10](O)[CH2:11][OH:12].O.C1(C)C=CC(S(O)(=O)=O)=CC=1.C(=O)([O-])O.[Na+]. The yield is 0.970. (9) The reactants are N1C=CC=C(C2C=CC3N(C(C=O)=CN=3)C=2)C=1.Br[C:19]1[CH:20]=[CH:21][C:22]2[N:23]([C:25]([CH:28]=[O:29])=[CH:26][N:27]=2)[CH:24]=1.[CH3:30][O:31][C:32]1[N:37]=[CH:36][C:35](B(O)O)=[CH:34][N:33]=1. No catalyst specified. The product is [CH3:30][O:31][C:32]1[N:37]=[CH:36][C:35]([C:19]2[CH:20]=[CH:21][C:22]3[N:23]([C:25]([CH:28]=[O:29])=[CH:26][N:27]=3)[CH:24]=2)=[CH:34][N:33]=1. The yield is 0.555.